From a dataset of Full USPTO retrosynthesis dataset with 1.9M reactions from patents (1976-2016). Predict the reactants needed to synthesize the given product. (1) Given the product [Cl:19][C:6]1[C:5]([F:20])=[N:4][C:3]([F:21])=[C:2]([Cl:1])[C:7]=1[CH2:8][C:9]([OH:11])=[O:10], predict the reactants needed to synthesize it. The reactants are: [Cl:1][C:2]1[C:3]([F:21])=[N:4][C:5]([F:20])=[C:6]([Cl:19])[C:7]=1[CH2:8][C:9]([O:11]CC1C=CC=CC=1)=[O:10]. (2) Given the product [CH3:1][O:2][C:3](=[O:17])[NH:4][C:5]1[O:6][C:7]2[C:13]([C:23]3[CH2:28][CH2:27][O:26][CH2:25][CH:24]=3)=[CH:12][CH:11]=[C:10]([O:15][CH3:16])[C:8]=2[N:9]=1, predict the reactants needed to synthesize it. The reactants are: [CH3:1][O:2][C:3](=[O:17])[NH:4][C:5]1[O:6][C:7]2[C:13](I)=[CH:12][CH:11]=[C:10]([O:15][CH3:16])[C:8]=2[N:9]=1.C([Sn](CCCC)(CCCC)[C:23]1[CH2:24][CH2:25][O:26][CH2:27][CH:28]=1)CCC.O1C=CC=C1P(C1OC=CC=1)C1OC=CC=1. (3) Given the product [OH:5][CH2:6][C@@H:7]1[CH2:11][C@@H:10]([NH:12][C:13]([C:14]2[CH:19]=[CH:18][CH:17]=[CH:16][CH:15]=2)([C:20]2[CH:21]=[CH:22][CH:23]=[CH:24][CH:25]=2)[C:26]2[CH:31]=[CH:30][CH:29]=[CH:28][CH:27]=2)[CH2:9][C@@H:8]1[OH:32], predict the reactants needed to synthesize it. The reactants are: C([Si](C(C)C)(C(C)C)[O:5][CH2:6][C@@H:7]1[CH2:11][C@@H:10]([NH:12][C:13]([C:26]2[CH:31]=[CH:30][CH:29]=[CH:28][CH:27]=2)([C:20]2[CH:25]=[CH:24][CH:23]=[CH:22][CH:21]=2)[C:14]2[CH:19]=[CH:18][CH:17]=[CH:16][CH:15]=2)[CH2:9][C@@H:8]1[OH:32])(C)C.C1COCC1.[F-].C([N+](CCCC)(CCCC)CCCC)CCC.